Dataset: Catalyst prediction with 721,799 reactions and 888 catalyst types from USPTO. Task: Predict which catalyst facilitates the given reaction. (1) Reactant: [C:1]([O:5][C:6](=[O:16])[C@H:7]([CH2:9][C:10]1[CH:15]=[CH:14][CH:13]=[CH:12][CH:11]=1)[NH2:8])([CH3:4])([CH3:3])[CH3:2].CCN(CC)CC.[Cl:24][C:25]1[C:34]2[C:29](=[CH:30][CH:31]=[C:32]([S:35](Cl)(=[O:37])=[O:36])[CH:33]=2)[C:28]([Cl:39])=[CH:27][N:26]=1. Product: [C:1]([O:5][C:6](=[O:16])[C@H:7]([CH2:9][C:10]1[CH:15]=[CH:14][CH:13]=[CH:12][CH:11]=1)[NH:8][S:35]([C:32]1[CH:33]=[C:34]2[C:29]([C:28]([Cl:39])=[CH:27][N:26]=[C:25]2[Cl:24])=[CH:30][CH:31]=1)(=[O:37])=[O:36])([CH3:4])([CH3:2])[CH3:3]. The catalyst class is: 2. (2) Reactant: [P:1]([O:27]CC=C)([O:23]CC=C)([O:3][CH2:4][C@@H:5]1[C@@H:9]([OH:10])[C@@H:8]([OH:11])[C@H:7]([N:12]2[CH:17]=[C:16]([F:18])[N:15]=[C:14]([C:19]([NH2:21])=[O:20])[C:13]2=[O:22])[O:6]1)=[O:2].C1(P(C2C=CC=CC=2)C2C=CC=CC=2)C=CC=CC=1.C(O)=O.C(N)CCC. Product: [CH2:7]([NH2:12])[CH2:8][CH2:9][CH3:5].[P:1]([OH:27])([OH:23])([O:3][CH2:4][C@@H:5]1[C@@H:9]([OH:10])[C@@H:8]([OH:11])[C@H:7]([N:12]2[CH:17]=[C:16]([F:18])[N:15]=[C:14]([C:19]([NH2:21])=[O:20])[C:13]2=[O:22])[O:6]1)=[O:2]. The catalyst class is: 364. (3) Reactant: Cl.[CH2:2]1[C@@H:6]2[CH2:7][NH:8][CH2:9][C@@H:5]2[CH2:4][N:3]1[C:10]([O:12][CH2:13][C:14]1[CH:19]=[C:18]([Cl:20])[CH:17]=[C:16]([Cl:21])[CH:15]=1)=[O:11].N1C=CC=CC=1.[O:28]=[C:29]1[NH:33][C:32]2[CH:34]=[CH:35][C:36]([S:38](Cl)(=[O:40])=[O:39])=[CH:37][C:31]=2[O:30]1.C(OCC)(=O)C.CCCCCCC. Product: [O:28]=[C:29]1[NH:33][C:32]2[CH:34]=[CH:35][C:36]([S:38]([N:8]3[CH2:7][C@H:6]4[CH2:2][N:3]([C:10]([O:12][CH2:13][C:14]5[CH:19]=[C:18]([Cl:20])[CH:17]=[C:16]([Cl:21])[CH:15]=5)=[O:11])[CH2:4][C@H:5]4[CH2:9]3)(=[O:40])=[O:39])=[CH:37][C:31]=2[O:30]1. The catalyst class is: 21. (4) Reactant: [Br:1][C:2]1[CH:6]=[N:5][N:4]([CH3:7])[C:3]=1[C:8]1[CH:9]=[C:10]([NH2:16])[CH:11]=[CH:12][C:13]=1[O:14][CH3:15].[C:17]1([N:27]=[C:28]=[O:29])[C:26]2[C:21](=[CH:22][CH:23]=[CH:24][CH:25]=2)[CH:20]=[CH:19][CH:18]=1. Product: [Br:1][C:2]1[CH:6]=[N:5][N:4]([CH3:7])[C:3]=1[C:8]1[CH:9]=[C:10]([NH:16][C:28]([NH:27][C:17]2[C:26]3[C:21](=[CH:22][CH:23]=[CH:24][CH:25]=3)[CH:20]=[CH:19][CH:18]=2)=[O:29])[CH:11]=[CH:12][C:13]=1[O:14][CH3:15]. The catalyst class is: 2. (5) Product: [F:25][C:26]1[CH:31]=[C:30]([F:32])[CH:29]=[CH:28][C:27]=1[S:33]([NH:1][C:2]1[CH:3]=[CH:4][C:5]([CH3:24])=[C:6]([C:8]2[S:12][C:11]([C:13]3[CH:14]=[C:15]4[C:19](=[CH:20][CH:21]=3)[C:18](=[O:22])[N:17]([CH3:23])[CH2:16]4)=[CH:10][CH:9]=2)[CH:7]=1)(=[O:35])=[O:34]. Reactant: [NH2:1][C:2]1[CH:3]=[CH:4][C:5]([CH3:24])=[C:6]([C:8]2[S:12][C:11]([C:13]3[CH:14]=[C:15]4[C:19](=[CH:20][CH:21]=3)[C:18](=[O:22])[N:17]([CH3:23])[CH2:16]4)=[CH:10][CH:9]=2)[CH:7]=1.[F:25][C:26]1[CH:31]=[C:30]([F:32])[CH:29]=[CH:28][C:27]=1[S:33](Cl)(=[O:35])=[O:34]. The catalyst class is: 100. (6) Reactant: Br[C:2]1[CH:3]=[C:4]2[N:10]([C:11]3[N:16]=[CH:15][CH:14]=[CH:13][N:12]=3)[CH:9]=[CH:8][C:5]2=[N:6][CH:7]=1.[B:17]1([B:17]2[O:21][C:20]([CH3:23])([CH3:22])[C:19]([CH3:25])([CH3:24])[O:18]2)[O:21][C:20]([CH3:23])([CH3:22])[C:19]([CH3:25])([CH3:24])[O:18]1.C([O-])(=O)C.[K+]. Product: [N:12]1[CH:13]=[CH:14][CH:15]=[N:16][C:11]=1[N:10]1[C:4]2[C:5](=[N:6][CH:7]=[C:2]([B:17]3[O:21][C:20]([CH3:23])([CH3:22])[C:19]([CH3:25])([CH3:24])[O:18]3)[CH:3]=2)[CH:8]=[CH:9]1. The catalyst class is: 12. (7) Reactant: [Cl:1][C:2]1[CH:7]=[CH:6][CH:5]=[C:4]([F:8])[C:3]=1[NH:9][C:10]1[NH:22][C:21]2[C:16]3[N:17]=[C:18]([CH3:20])[O:19][C:15]=3[C:14]([C:23]([O:25]C)=[O:24])=[CH:13][C:12]=2[N:11]=1.[OH-].[Na+]. Product: [Cl:1][C:2]1[CH:7]=[CH:6][CH:5]=[C:4]([F:8])[C:3]=1[NH:9][C:10]1[NH:22][C:21]2[C:16]3[N:17]=[C:18]([CH3:20])[O:19][C:15]=3[C:14]([C:23]([OH:25])=[O:24])=[CH:13][C:12]=2[N:11]=1. The catalyst class is: 5.